From a dataset of Forward reaction prediction with 1.9M reactions from USPTO patents (1976-2016). Predict the product of the given reaction. (1) Given the reactants [Br:1][C:2]1[CH:3]=[C:4]([CH:8]=[C:9]([O:11][CH2:12][CH2:13][CH2:14][CH2:15][CH2:16][CH2:17][C:18]2[CH:23]=[CH:22][CH:21]=[C:20]([O:24][CH2:25][CH2:26][CH2:27][C:28]([O:30][CH2:31][CH3:32])=[O:29])[C:19]=2[CH2:33][CH2:34][C:35]([O:37][CH2:38][CH3:39])=[O:36])[CH:10]=1)[C:5](O)=[O:6].F[P-](F)(F)(F)(F)F.Br[P+](N1CCCC1)(N1CCCC1)[N:49]1[CH2:53]CC[CH2:50]1.CNC.C1COCC1.CCN(C(C)C)C(C)C, predict the reaction product. The product is: [CH2:31]([O:30][C:28](=[O:29])[CH2:27][CH2:26][CH2:25][O:24][C:20]1[CH:21]=[CH:22][CH:23]=[C:18]([CH2:17][CH2:16][CH2:15][CH2:14][CH2:13][CH2:12][O:11][C:9]2[CH:8]=[C:4]([C:5](=[O:6])[N:49]([CH3:53])[CH3:50])[CH:3]=[C:2]([Br:1])[CH:10]=2)[C:19]=1[CH2:33][CH2:34][C:35]([O:37][CH2:38][CH3:39])=[O:36])[CH3:32]. (2) Given the reactants [CH:1]1([CH2:7][CH2:8][CH2:9][C@@H:10]([C:15]2[O:19][N:18]=[C:17]([C:20]([NH:22][CH3:23])=[O:21])[N:16]=2)[CH2:11][C:12](O)=[O:13])[CH2:6][CH2:5][CH2:4][CH2:3][CH2:2]1.CN1CCOCC1.ClC(OCC(C)C)=O.C[Si](C)(C)[O:41][NH2:42].C(O)(=O)CC(CC(O)=O)(C(O)=O)O, predict the reaction product. The product is: [CH:1]1([CH2:7][CH2:8][CH2:9][C@@H:10]([C:15]2[O:19][N:18]=[C:17]([C:20]([NH:22][CH3:23])=[O:21])[N:16]=2)[CH2:11][C:12]([NH:42][OH:41])=[O:13])[CH2:6][CH2:5][CH2:4][CH2:3][CH2:2]1. (3) Given the reactants [O:1]=[C:2]1[CH2:8][CH2:7][N:6]([C:9]([O:11][CH2:12][C:13]2[CH:18]=[CH:17][CH:16]=[CH:15][CH:14]=2)=[O:10])[CH2:5][CH2:4][CH:3]1C(OCC)=O.C(=O)([O-])[O-].[K+].[K+].Cl, predict the reaction product. The product is: [O:1]=[C:2]1[CH2:3][CH2:4][CH2:5][N:6]([C:9]([O:11][CH2:12][C:13]2[CH:14]=[CH:15][CH:16]=[CH:17][CH:18]=2)=[O:10])[CH2:7][CH2:8]1. (4) Given the reactants C1(C[N:5]2[C:9]3[CH:10]=[CH:11][C:12]([C:14]([N:16]([CH2:19][CH3:20])[CH2:17][CH3:18])=[O:15])=[CH:13][C:8]=3[N:7]=[C:6]2[CH2:21][C:22]2[CH:23]=[N:24][C:25](OCC)=[CH:26]C=2)CC1.[CH2:31]([O:33][C:34]1[CH:39]=[CH:38][C:37]([CH2:40][C:41](O)=O)=[CH:36][CH:35]=1)[CH3:32].CN(C(ON1N=NC2C=CC=NC1=2)=[N+](C)C)C.F[P-](F)(F)(F)(F)F.CCN(C(C)C)C(C)C.NC1C=C(C=CC=1NCC1C=CN=CC=1)C(N(CC)CC)=O, predict the reaction product. The product is: [CH2:31]([O:33][C:34]1[CH:35]=[CH:36][C:37]([CH2:40][C:41]2[N:5]([CH2:6][C:21]3[CH:22]=[CH:23][N:24]=[CH:25][CH:26]=3)[C:9]3[CH:10]=[CH:11][C:12]([C:14]([N:16]([CH2:17][CH3:18])[CH2:19][CH3:20])=[O:15])=[CH:13][C:8]=3[N:7]=2)=[CH:38][CH:39]=1)[CH3:32]. (5) Given the reactants [CH3:1][N:2]([CH2:10][CH2:11][CH2:12][C:13](=[O:19])[N:14]1[CH2:18][CH2:17][CH2:16][CH2:15]1)C(=O)OC(C)(C)C.FC(F)(F)C(O)=O, predict the reaction product. The product is: [CH3:1][NH:2][CH2:10][CH2:11][CH2:12][C:13]([N:14]1[CH2:18][CH2:17][CH2:16][CH2:15]1)=[O:19]. (6) Given the reactants [F-].[Cs+].[F:3][C:4]([F:41])([F:40])[C:5]1[CH:6]=[C:7]([CH:33]=[C:34]([C:36]([F:39])([F:38])[F:37])[CH:35]=1)[CH2:8][N:9]([C@H:16]1[CH2:22][CH2:21][CH2:20][NH:19][C:18]2[C:23](Br)=[C:24]([C:28]([F:31])([F:30])[F:29])[C:25]([CH3:27])=[CH:26][C:17]1=2)[C:10]1[N:11]=[N:12][N:13]([CH3:15])[N:14]=1.[CH3:42]B(O)O.ClCCl, predict the reaction product. The product is: [F:3][C:4]([F:41])([F:40])[C:5]1[CH:6]=[C:7]([CH:33]=[C:34]([C:36]([F:39])([F:38])[F:37])[CH:35]=1)[CH2:8][N:9]([C@H:16]1[CH2:22][CH2:21][CH2:20][NH:19][C:18]2[C:23]([CH3:42])=[C:24]([C:28]([F:31])([F:30])[F:29])[C:25]([CH3:27])=[CH:26][C:17]1=2)[C:10]1[N:11]=[N:12][N:13]([CH3:15])[N:14]=1. (7) Given the reactants Br[C:2]1[CH:8]=[CH:7][CH:6]=[CH:5][C:3]=1[NH2:4].[Cl:9][C:10]1[CH:15]=[C:14]([Cl:16])[CH:13]=[CH:12][C:11]=1B(O)O.C(=O)([O-])[O-].[Na+].[Na+], predict the reaction product. The product is: [Cl:9][C:10]1[CH:15]=[C:14]([Cl:16])[CH:13]=[CH:12][C:11]=1[C:2]1[CH:8]=[CH:7][CH:6]=[CH:5][C:3]=1[NH2:4]. (8) Given the reactants [CH2:1]([C:3]1[CH:8]=[C:7]([OH:9])[CH:6]=[CH:5][C:4]=1[C:10]1[N:14]=[C:13]([C:15]2[CH:16]=[CH:17][C:18]([O:23][CH:24]([CH3:26])[CH3:25])=[C:19]([CH:22]=2)[C:20]#[N:21])[O:12][N:11]=1)[CH3:2].C(=O)([O-])[O-].[K+].[K+].[Br:33][CH2:34][CH2:35][CH2:36]Br, predict the reaction product. The product is: [Br:33][CH2:34][CH2:35][CH2:36][O:9][C:7]1[CH:6]=[CH:5][C:4]([C:10]2[N:14]=[C:13]([C:15]3[CH:16]=[CH:17][C:18]([O:23][CH:24]([CH3:25])[CH3:26])=[C:19]([CH:22]=3)[C:20]#[N:21])[O:12][N:11]=2)=[C:3]([CH2:1][CH3:2])[CH:8]=1. (9) The product is: [OH:4][CH2:5][C@@H:6]1[C@@H:11]([OH:12])[C@H:10]([OH:16])[C@H:9]([OH:17])[C@@H:8]([C:18]2[CH:23]=[CH:22][CH:21]=[C:20]([O:24][C:33]3[N:38]=[CH:37][CH:36]=[CH:35][N:34]=3)[CH:19]=2)[O:7]1. Given the reactants C([O:4][CH2:5][C@@H:6]1[C@@H:11]([O:12]C(=O)C)[C@H:10]([OH:16])[C@H:9]([OH:17])[C@@H:8]([C:18]2[CH:23]=[CH:22][CH:21]=[C:20]([O:24][Si](C(C)(C)C)(C)C)[CH:19]=2)[O:7]1)(=O)C.Cl[C:33]1[N:38]=[CH:37][CH:36]=[CH:35][N:34]=1, predict the reaction product.